The task is: Predict the reaction yield, written as a fraction of the theoretical maximum amount of product (1.0 means a 100% yield; for example, 0.34 means a 34% yield).. This data is from Reaction yield outcomes from USPTO patents with 853,638 reactions. (1) The reactants are [CH3:1][S:2]([NH2:5])(=[O:4])=[O:3].C(Cl)CCl.[Br:10][C:11]1[CH:12]=[C:13]([CH:45]=[CH:46][CH:47]=1)[CH2:14][N:15]1[C:19]2[CH:20]=[CH:21][CH:22]=[CH:23][C:18]=2[N:17]([CH2:24][CH2:25][CH2:26][O:27][C:28]2[CH:29]=[C:30]([CH:34]=[CH:35][CH:36]=2)[C:31](O)=[O:32])[C:16]1=[N:37][C:38]([O:40][C:41]([CH3:44])([CH3:43])[CH3:42])=[O:39]. The catalyst is C(O)(C)(C)C.ClCCl.CN(C1C=CN=CC=1)C.CCOC(C)=O. The product is [C:41]([O:40][C:38](=[O:39])[N:37]=[C:16]1[N:15]([CH2:14][C:13]2[CH:45]=[CH:46][CH:47]=[C:11]([Br:10])[CH:12]=2)[C:19]2[CH:20]=[CH:21][CH:22]=[CH:23][C:18]=2[N:17]1[CH2:24][CH2:25][CH2:26][O:27][C:28]1[CH:36]=[CH:35][CH:34]=[C:30]([C:31]([NH:5][S:2]([CH3:1])(=[O:4])=[O:3])=[O:32])[CH:29]=1)([CH3:44])([CH3:42])[CH3:43]. The yield is 0.710. (2) The reactants are [CH3:1][Mg+].[Br-].[Cl:4][C:5]1[CH:6]=[C:7]([C:11]2[O:15][N:14]=[C:13]([CH:16]=[O:17])[CH:12]=2)[CH:8]=[CH:9][CH:10]=1. The catalyst is C1COCC1. The product is [Cl:4][C:5]1[CH:6]=[C:7]([C:11]2[O:15][N:14]=[C:13]([CH:16]([OH:17])[CH3:1])[CH:12]=2)[CH:8]=[CH:9][CH:10]=1. The yield is 0.370. (3) The reactants are Cl.[CH2:2]([O:4][C:5](=[O:15])[C@H:6]([CH2:8][C:9]1[CH:14]=[CH:13][CH:12]=[CH:11][CH:10]=1)[NH2:7])[CH3:3].[O-]S([O-])(=O)=O.[Mg+2].[CH:22](=O)[CH2:23][CH2:24][CH2:25][CH2:26][CH2:27][CH2:28][CH2:29][CH2:30][CH3:31].CCN(CC)CC.[BH4-].[Na+]. The catalyst is CO.C1COCC1. The product is [CH2:22]([NH:7][C@@H:6]([CH2:8][C:9]1[CH:14]=[CH:13][CH:12]=[CH:11][CH:10]=1)[C:5]([O:4][CH2:2][CH3:3])=[O:15])[CH2:23][CH2:24][CH2:25][CH2:26][CH2:27][CH2:28][CH2:29][CH2:30][CH3:31]. The yield is 0.190. (4) The reactants are [Li+].[OH-].[CH3:3][C:4]1[S:5][CH:6]=[C:7]([C:9]2[S:13][C:12]([C:14]([O:16]C)=[O:15])=[CH:11][CH:10]=2)[N:8]=1.Cl. The catalyst is O1CCOCC1. The product is [CH3:3][C:4]1[S:5][CH:6]=[C:7]([C:9]2[S:13][C:12]([C:14]([OH:16])=[O:15])=[CH:11][CH:10]=2)[N:8]=1. The yield is 0.690. (5) The reactants are [OH:1][C:2]1[CH:11]=[C:10](I)[CH:9]=[CH:8][C:3]=1[C:4]([O:6][CH3:7])=[O:5].[CH2:13]([O:15][C:16]1[CH:21]=[CH:20][C:19]([C:22]#[CH:23])=[CH:18][CH:17]=1)[CH3:14].C(=O)([O-])[O-].[K+].[K+].[CH3:30][O:31][CH2:32]Cl. The catalyst is C(N(CC)CC)C.C(OCC)(=O)C.[Cu]I.Cl[Pd](Cl)([P](C1C=CC=CC=1)(C1C=CC=CC=1)C1C=CC=CC=1)[P](C1C=CC=CC=1)(C1C=CC=CC=1)C1C=CC=CC=1.O. The product is [CH2:13]([O:15][C:16]1[CH:21]=[CH:20][C:19]([C:22]#[C:23][C:10]2[CH:9]=[CH:8][C:3]([C:4]([O:6][CH3:7])=[O:5])=[C:2]([O:1][CH2:30][O:31][CH3:32])[CH:11]=2)=[CH:18][CH:17]=1)[CH3:14]. The yield is 0.510.